Dataset: NCI-60 drug combinations with 297,098 pairs across 59 cell lines. Task: Regression. Given two drug SMILES strings and cell line genomic features, predict the synergy score measuring deviation from expected non-interaction effect. (1) Drug 1: C1CCC(C1)C(CC#N)N2C=C(C=N2)C3=C4C=CNC4=NC=N3. Drug 2: C1=CN(C=N1)CC(O)(P(=O)(O)O)P(=O)(O)O. Cell line: MDA-MB-231. Synergy scores: CSS=9.91, Synergy_ZIP=-2.76, Synergy_Bliss=0.975, Synergy_Loewe=1.16, Synergy_HSA=1.24. (2) Drug 1: C1=NNC2=C1C(=O)NC=N2. Drug 2: B(C(CC(C)C)NC(=O)C(CC1=CC=CC=C1)NC(=O)C2=NC=CN=C2)(O)O. Cell line: NCI-H322M. Synergy scores: CSS=22.5, Synergy_ZIP=-5.97, Synergy_Bliss=0.999, Synergy_Loewe=-24.4, Synergy_HSA=-0.0690.